Dataset: Catalyst prediction with 721,799 reactions and 888 catalyst types from USPTO. Task: Predict which catalyst facilitates the given reaction. (1) Reactant: [Br:1][C:2]1[CH:3]=[CH:4][C:5]2[S:9][C:8]([CH2:10][CH2:11]OS(C)(=O)=O)=[N:7][C:6]=2[CH:17]=1.CC[N:20]([CH2:23][CH3:24])[CH2:21][CH3:22].[C:25]([O-])(O)=O.[Na+].[O-]S([O-])(=O)=O.[Mg+2]. Product: [Br:1][C:2]1[CH:3]=[CH:4][C:5]2[S:9][C:8]([CH2:10][CH2:11][N:20]3[CH2:21][CH2:22][CH2:25][CH:23]3[CH3:24])=[N:7][C:6]=2[CH:17]=1. The catalyst class is: 291. (2) Reactant: OC(C)(C)CN1C=C[C:6]([NH:9][C:10](=[O:30])[C@@H:11]([N:16]2[CH2:20][C:19]([O:21][C:22]3[CH:27]=[CH:26][CH:25]=[CH:24][C:23]=3[Cl:28])=[CH:18][C:17]2=[O:29])[CH2:12][CH:13]([CH3:15])[CH3:14])=[N:5]1.Cl.CN(C)CCCN=C=NCC.ON1C2C=CC=CC=2N=N1.[CH3:55][O:56][C:57]1[CH:69]=[CH:68][C:60]([CH2:61][C:62]2N=C(N)[S:64][N:63]=2)=[CH:59][CH:58]=1. Product: [CH3:55][O:56][C:57]1[CH:69]=[CH:68][C:60]([CH2:61][C:62]2[N:5]=[C:6]([NH:9][C:10](=[O:30])[C@@H:11]([N:16]3[CH2:20][C:19]([O:21][C:22]4[CH:27]=[CH:26][CH:25]=[CH:24][C:23]=4[Cl:28])=[CH:18][C:17]3=[O:29])[CH2:12][CH:13]([CH3:14])[CH3:15])[S:64][N:63]=2)=[CH:59][CH:58]=1. The catalyst class is: 4. (3) Reactant: [OH:1][C:2]1[CH:7]=[C:6]([CH3:8])[C:5]([C:9]2[CH:14]=[CH:13][CH:12]=[C:11]([CH:15]=[O:16])[C:10]=2[CH3:17])=[C:4]([CH3:18])[CH:3]=1.Br[CH2:20][CH2:21][CH2:22][O:23][Si:24]([C:27]([CH3:30])([CH3:29])[CH3:28])([CH3:26])[CH3:25].P([O-])([O-])([O-])=O.[K+].[K+].[K+].CN(C=O)C. The catalyst class is: 6. Product: [Si:24]([O:23][CH2:22][CH2:21][CH2:20][O:1][C:2]1[CH:7]=[C:6]([CH3:8])[C:5]([C:9]2[CH:14]=[CH:13][CH:12]=[C:11]([CH:15]=[O:16])[C:10]=2[CH3:17])=[C:4]([CH3:18])[CH:3]=1)([C:27]([CH3:28])([CH3:29])[CH3:30])([CH3:26])[CH3:25]. (4) Reactant: C[O:2][C:3](=[O:40])[C:4]1[CH:9]=[CH:8][C:7]([NH:10][C:11]([C@H:13]2[C@H:17]([C:18]3[CH:23]=[CH:22][CH:21]=[C:20]([Cl:24])[C:19]=3[F:25])[C@:16]([C:28]3[CH:33]=[CH:32][C:31]([Cl:34])=[CH:30][N:29]=3)([C:26]#[N:27])[C@H:15]([CH2:35][C:36]([CH3:39])([CH3:38])[CH3:37])[NH:14]2)=[O:12])=[CH:6][CH:5]=1.[OH-].[Na+].CO.Cl. Product: [Cl:24][C:20]1[C:19]([F:25])=[C:18]([C@@H:17]2[C@:16]([C:28]3[CH:33]=[CH:32][C:31]([Cl:34])=[CH:30][N:29]=3)([C:26]#[N:27])[C@H:15]([CH2:35][C:36]([CH3:38])([CH3:39])[CH3:37])[NH:14][C@H:13]2[C:11]([NH:10][C:7]2[CH:6]=[CH:5][C:4]([C:3]([OH:40])=[O:2])=[CH:9][CH:8]=2)=[O:12])[CH:23]=[CH:22][CH:21]=1. The catalyst class is: 7.